From a dataset of Reaction yield outcomes from USPTO patents with 853,638 reactions. Predict the reaction yield, written as a fraction of the theoretical maximum amount of product (1.0 means a 100% yield; for example, 0.34 means a 34% yield). (1) The reactants are [C:1]([C:3]1[CH:11]=[CH:10][C:6]([C:7](O)=O)=[CH:5][CH:4]=1)#[N:2].C(Cl)(=O)C(Cl)=O.[F:18][C:19]([F:33])([F:32])[C:20](=[N:22][NH:23][C:24]1[CH:29]=[CH:28][C:27]([O:30][CH3:31])=[CH:26][CH:25]=1)[NH2:21].C(N(C(C)C)CC)(C)C. The catalyst is ClCCl.O1CCOCC1.CN(C)C=O. The product is [CH3:31][O:30][C:27]1[CH:26]=[CH:25][C:24]([N:23]2[C:7]([C:6]3[CH:10]=[CH:11][C:3]([C:1]#[N:2])=[CH:4][CH:5]=3)=[N:21][C:20]([C:19]([F:32])([F:33])[F:18])=[N:22]2)=[CH:29][CH:28]=1. The yield is 0.128. (2) The product is [Cl:19][C:14]1[CH:13]=[C:12]2[C:17]([C:8]([C:4]3[CH:3]=[C:2](/[CH:43]=[CH:42]/[C:41]([O:45][CH2:46][CH2:47][CH2:48][CH3:49])=[O:44])[CH:7]=[CH:6][CH:5]=3)=[C:9]([CH2:21][C:22]([NH:24][C:25]3[CH:30]=[CH:29][C:28]([F:31])=[CH:27][C:26]=3[C:32]([F:35])([F:33])[F:34])=[O:23])[C:10](=[O:20])[O:11]2)=[CH:16][C:15]=1[CH3:18]. The reactants are Br[C:2]1[CH:3]=[C:4]([C:8]2[C:17]3[C:12](=[CH:13][C:14]([Cl:19])=[C:15]([CH3:18])[CH:16]=3)[O:11][C:10](=[O:20])[C:9]=2[CH2:21][C:22]([NH:24][C:25]2[CH:30]=[CH:29][C:28]([F:31])=[CH:27][C:26]=2[C:32]([F:35])([F:34])[F:33])=[O:23])[CH:5]=[CH:6][CH:7]=1.CN(C)C=O.[C:41]([O:45][CH2:46][CH2:47][CH2:48][CH3:49])(=[O:44])[CH:42]=[CH2:43].C([O-])(=O)C.[Na+]. The catalyst is C([O-])(=O)C.[Pd+2].C([O-])(=O)C.C1(C)C=CC=CC=1P(C1C=CC=CC=1C)C1C=CC=CC=1C.O.C(OCC)(=O)C. The yield is 0.849. (3) The reactants are [S:1]([O:8]S(C(F)(F)F)(=O)=O)([C:4]([F:7])([F:6])[F:5])(=[O:3])=[O:2].[Si:16]([O:23][CH2:24][C@H:25]1[N:29]([C:30](=[O:53])[C:31]2[CH:36]=[C:35]([O:37][CH3:38])[C:34]([O:39][Si:40]([CH:47]([CH3:49])[CH3:48])([CH:44]([CH3:46])[CH3:45])[CH:41]([CH3:43])[CH3:42])=[CH:33][C:32]=2[N+:50]([O-:52])=[O:51])[CH2:28][C:27](=O)[CH2:26]1)([C:19]([CH3:22])([CH3:21])[CH3:20])([CH3:18])[CH3:17].N1C(C)=CC=CC=1C.CC(C)=O.C(=O)=O. The catalyst is ClCCl.O.O.ClCCl. The product is [F:5][C:4]([F:7])([F:6])[S:1]([O:8][C:27]1[CH2:26][C@@H:25]([CH2:24][O:23][Si:16]([C:19]([CH3:21])([CH3:20])[CH3:22])([CH3:18])[CH3:17])[N:29]([C:30](=[O:53])[C:31]2[CH:36]=[C:35]([O:37][CH3:38])[C:34]([O:39][Si:40]([CH:41]([CH3:43])[CH3:42])([CH:44]([CH3:45])[CH3:46])[CH:47]([CH3:49])[CH3:48])=[CH:33][C:32]=2[N+:50]([O-:52])=[O:51])[CH:28]=1)(=[O:3])=[O:2]. The yield is 0.960.